This data is from Full USPTO retrosynthesis dataset with 1.9M reactions from patents (1976-2016). The task is: Predict the reactants needed to synthesize the given product. (1) Given the product [NH:5]1[C:3](=[O:4])[CH2:2][O:16][C:7]2[CH:8]=[CH:9][C:10]3[C:15]([C:6]1=2)=[CH:14][CH:13]=[CH:12][CH:11]=3, predict the reactants needed to synthesize it. The reactants are: Cl[CH2:2][C:3]([NH:5][C:6]1[C:15]2[C:10](=[CH:11][CH:12]=[CH:13][CH:14]=2)[CH:9]=[CH:8][C:7]=1[OH:16])=[O:4].C(=O)([O-])[O-].[K+].[K+].[I-].[Na+].O. (2) The reactants are: S(Cl)(Cl)=O.[Cl:5][C:6]1[N:7]=[N:8][C:9]([Cl:15])=[CH:10][C:11]=1[C:12](O)=[O:13].[Cl-].[Cl-].[Cl-].[Al+3].[CH3:20][C:21]1[C:26]2[NH:27][C:28](=[O:30])[O:29][C:25]=2[CH:24]=[CH:23][CH:22]=1. Given the product [Cl:5][C:6]1[N:7]=[N:8][C:9]([Cl:15])=[CH:10][C:11]=1[C:12]([C:23]1[CH:22]=[C:21]([CH3:20])[C:26]2[NH:27][C:28](=[O:30])[O:29][C:25]=2[CH:24]=1)=[O:13], predict the reactants needed to synthesize it.